From a dataset of Peptide-MHC class I binding affinity with 185,985 pairs from IEDB/IMGT. Regression. Given a peptide amino acid sequence and an MHC pseudo amino acid sequence, predict their binding affinity value. This is MHC class I binding data. (1) The peptide sequence is PALTFITPL. The MHC is H-2-Db with pseudo-sequence H-2-Db. The binding affinity (normalized) is 0.155. (2) The peptide sequence is LMIIPLINV. The MHC is HLA-A02:01 with pseudo-sequence HLA-A02:01. The binding affinity (normalized) is 0.908. (3) The peptide sequence is YLGEFSITY. The MHC is HLA-B15:01 with pseudo-sequence HLA-B15:01. The binding affinity (normalized) is 0.933. (4) The peptide sequence is DPIFLLHHA. The MHC is HLA-B54:01 with pseudo-sequence HLA-B54:01. The binding affinity (normalized) is 0.811. (5) The peptide sequence is RTMPNESRVK. The MHC is HLA-A68:01 with pseudo-sequence HLA-A68:01. The binding affinity (normalized) is 0.351. (6) The peptide sequence is MLTNASGHA. The MHC is HLA-B27:03 with pseudo-sequence HLA-B27:03. The binding affinity (normalized) is 0.0847.